Dataset: Peptide-MHC class II binding affinity with 134,281 pairs from IEDB. Task: Regression. Given a peptide amino acid sequence and an MHC pseudo amino acid sequence, predict their binding affinity value. This is MHC class II binding data. (1) The peptide sequence is LFKVRNGGEIGAVAL. The MHC is HLA-DQA10601-DQB10402 with pseudo-sequence HLA-DQA10601-DQB10402. The binding affinity (normalized) is 0.422. (2) The peptide sequence is GIFNTGLKMFPDLTKVYST. The MHC is DRB1_0701 with pseudo-sequence DRB1_0701. The binding affinity (normalized) is 0.125. (3) The peptide sequence is KFIPALEAAVKQAYA. The MHC is DRB1_1501 with pseudo-sequence DRB1_1501. The binding affinity (normalized) is 0.174. (4) The peptide sequence is GPATPAAPAAGYTPA. The MHC is HLA-DPA10103-DPB10201 with pseudo-sequence HLA-DPA10103-DPB10201. The binding affinity (normalized) is 0.194. (5) The peptide sequence is DKKCIEWEKAQHGAC. The MHC is DRB4_0101 with pseudo-sequence DRB4_0103. The binding affinity (normalized) is 0.614.